Dataset: Full USPTO retrosynthesis dataset with 1.9M reactions from patents (1976-2016). Task: Predict the reactants needed to synthesize the given product. (1) The reactants are: [CH3:1][O:2][C:3]1[CH:8]=[CH:7][C:6]([S:9]([CH:12]2[S:16][C:15](=[O:17])[NH:14][C:13]2=[O:18])(=[O:11])=[O:10])=[CH:5][CH:4]=1.Br[CH2:20][C:21]1[CH:26]=[CH:25][C:24]([C:27]2[CH:32]=[CH:31][CH:30]=[CH:29][C:28]=2[C:33]#[N:34])=[CH:23][CH:22]=1.C(OCC)C. Given the product [C:33]([C:28]1[CH:29]=[CH:30][CH:31]=[CH:32][C:27]=1[C:24]1[CH:25]=[CH:26][C:21]([CH2:20][C:12]2([S:9]([C:6]3[CH:7]=[CH:8][C:3]([O:2][CH3:1])=[CH:4][CH:5]=3)(=[O:10])=[O:11])[S:16][C:15](=[O:17])[NH:14][C:13]2=[O:18])=[CH:22][CH:23]=1)#[N:34], predict the reactants needed to synthesize it. (2) Given the product [CH3:34][C:26]1[CH:25]=[C:24]([CH:22]2[CH2:4][C:3](=[O:5])[CH2:23]2)[CH:33]=[CH:32][C:27]=1[C:28]([O:30][CH3:31])=[O:29], predict the reactants needed to synthesize it. The reactants are: CN(C)[C:3](=[O:5])[CH3:4].FC(F)(F)S(OS(C(F)(F)F)(=O)=O)(=O)=O.[CH:22]([C:24]1[CH:33]=[CH:32][C:27]([C:28]([O:30][CH3:31])=[O:29])=[C:26]([CH3:34])[CH:25]=1)=[CH2:23].CC1C=C(C)C=C(C)N=1. (3) Given the product [C:39]([Si:42]([CH3:44])([CH3:43])[O:32][CH2:31][CH2:30][N:3]([CH2:1][CH3:2])[CH2:4][CH2:5][CH2:6][CH2:7][CH2:8][C@H:9]1[CH2:14][CH2:13][C@H:12]([N:15]([CH3:29])[S:16]([C:19]2[CH:24]=[CH:23][C:22]([C:25]([F:28])([F:27])[F:26])=[CH:21][CH:20]=2)(=[O:17])=[O:18])[CH2:11][CH2:10]1)([CH3:41])([CH3:40])[CH3:38], predict the reactants needed to synthesize it. The reactants are: [CH2:1]([N:3]([CH2:30][CH2:31][OH:32])[CH2:4][CH2:5][CH2:6][CH2:7][CH2:8][C@H:9]1[CH2:14][CH2:13][C@H:12]([N:15]([CH3:29])[S:16]([C:19]2[CH:24]=[CH:23][C:22]([C:25]([F:28])([F:27])[F:26])=[CH:21][CH:20]=2)(=[O:18])=[O:17])[CH2:11][CH2:10]1)[CH3:2].N1C=CN=C1.[CH3:38][C:39]([Si:42](Cl)([CH3:44])[CH3:43])([CH3:41])[CH3:40].C([O-])(O)=O.[Na+]. (4) The reactants are: [CH:1]1([C:4]2[CH:5]=[N:6][C:7]([NH:14][C:15]3[CH:16]=[C:17]4[C:21](=[CH:22][CH:23]=3)[N:20]([C:24]3[CH:29]=[CH:28][CH:27]=[C:26]([F:30])[CH:25]=3)[CH:19]=[CH:18]4)=[C:8]([CH:13]=2)[C:9]([O:11]C)=[O:10])[CH2:3][CH2:2]1.[OH-].[Na+]. Given the product [CH:1]1([C:4]2[CH:5]=[N:6][C:7]([NH:14][C:15]3[CH:16]=[C:17]4[C:21](=[CH:22][CH:23]=3)[N:20]([C:24]3[CH:29]=[CH:28][CH:27]=[C:26]([F:30])[CH:25]=3)[CH:19]=[CH:18]4)=[C:8]([CH:13]=2)[C:9]([OH:11])=[O:10])[CH2:2][CH2:3]1, predict the reactants needed to synthesize it. (5) Given the product [C:1]([O:5][C:6](=[O:39])[CH2:7][O:8][C:9]1[C:14]2[CH2:15][CH2:16][CH2:17][CH2:18][CH:19]([N:20]([S:21]([C:24]3[CH:29]=[CH:28][C:27]([C:30]4[CH:35]=[CH:34][CH:33]=[C:32]([CH:36]([CH3:37])[CH3:38])[CH:31]=4)=[CH:26][N:25]=3)(=[O:23])=[O:22])[CH3:42])[C:13]=2[CH:12]=[CH:11][CH:10]=1)([CH3:4])([CH3:3])[CH3:2], predict the reactants needed to synthesize it. The reactants are: [C:1]([O:5][C:6](=[O:39])[CH2:7][O:8][C:9]1[C:14]2[CH2:15][CH2:16][CH2:17][CH2:18][CH:19]([NH:20][S:21]([C:24]3[CH:29]=[CH:28][C:27]([C:30]4[CH:35]=[CH:34][CH:33]=[C:32]([CH:36]([CH3:38])[CH3:37])[CH:31]=4)=[CH:26][N:25]=3)(=[O:23])=[O:22])[C:13]=2[CH:12]=[CH:11][CH:10]=1)([CH3:4])([CH3:3])[CH3:2].CI.[C:42]([O-])([O-])=O.[K+].[K+]. (6) The reactants are: [Br:1]N1C(=O)CCC1=O.C(OOC(=O)C1C=CC=CC=1)(=O)C1C=CC=CC=1.[Cl:27][C:28]1[C:37]2[C:32](=[CH:33][CH:34]=[C:35]([CH3:38])[CH:36]=2)[N:31]=[CH:30][CH:29]=1. Given the product [Br:1][CH2:38][C:35]1[CH:36]=[C:37]2[C:32](=[CH:33][CH:34]=1)[N:31]=[CH:30][CH:29]=[C:28]2[Cl:27], predict the reactants needed to synthesize it. (7) The reactants are: C1C=C[NH+]=CC=1.[O-][Cr](Cl)(=O)=O.[CH:12]1([C:15]2[O:19][N:18]=[C:17]([C:20]3[C:25]([Cl:26])=[CH:24][CH:23]=[CH:22][C:21]=3[Cl:27])[C:16]=2[CH2:28][O:29][CH:30]2[CH2:35][CH2:34][CH:33]([OH:36])[C:32]([CH3:38])([CH3:37])[CH2:31]2)[CH2:14][CH2:13]1. Given the product [CH:12]1([C:15]2[O:19][N:18]=[C:17]([C:20]3[C:21]([Cl:27])=[CH:22][CH:23]=[CH:24][C:25]=3[Cl:26])[C:16]=2[CH2:28][O:29][CH:30]2[CH2:35][CH2:34][C:33](=[O:36])[C:32]([CH3:38])([CH3:37])[CH2:31]2)[CH2:14][CH2:13]1, predict the reactants needed to synthesize it.